Dataset: Catalyst prediction with 721,799 reactions and 888 catalyst types from USPTO. Task: Predict which catalyst facilitates the given reaction. (1) Reactant: C([N:3]([CH2:6]C)CC)C.[S:8]1[C:12]2[CH:13]=[C:14]([NH:17][CH:18]([CH3:23])[CH2:19]C(O)=O)[CH:15]=[CH:16][C:11]=2[N:10]=[CH:9]1.C1C=CC(P(N=[N+]=[N-])(C2C=CC=CC=2)=[O:31])=CC=1.CO. Product: [S:8]1[C:12]2[CH:13]=[C:14]([N:17]3[CH:18]([CH3:23])[CH2:19][NH:3][C:6]3=[O:31])[CH:15]=[CH:16][C:11]=2[N:10]=[CH:9]1. The catalyst class is: 648. (2) Reactant: C(OC([N:8]1[CH2:13][CH2:12][N:11]([C:14]2[O:15][C:16]3[CH:22]=[CH:21][CH:20]=[CH:19][C:17]=3[N:18]=2)[CH2:10][CH2:9]1)=O)(C)(C)C.[ClH:23]. Product: [ClH:23].[N:11]1([C:14]2[O:15][C:16]3[CH:22]=[CH:21][CH:20]=[CH:19][C:17]=3[N:18]=2)[CH2:12][CH2:13][NH:8][CH2:9][CH2:10]1. The catalyst class is: 12. (3) Reactant: C(OC([N:8]1[CH2:13][CH2:12][N:11]([C:14]2[C:19]([Cl:20])=[CH:18][C:17]([CH2:21][OH:22])=[CH:16][N:15]=2)[CH2:10][CH2:9]1)=O)(C)(C)C.FC(F)(F)C(O)=O.C(=O)([O-])O.[Na+]. Product: [Cl:20][C:19]1[CH:18]=[C:17]([CH2:21][OH:22])[CH:16]=[N:15][C:14]=1[N:11]1[CH2:12][CH2:13][NH:8][CH2:9][CH2:10]1. The catalyst class is: 4.